From a dataset of Reaction yield outcomes from USPTO patents with 853,638 reactions. Predict the reaction yield, written as a fraction of the theoretical maximum amount of product (1.0 means a 100% yield; for example, 0.34 means a 34% yield). (1) The reactants are [OH:1][C:2]1[C:3]([C:19](C2C=CC=CC=2)([CH3:21])[CH3:20])=[N:4][C:5]2[C:10]([C:11]=1[C:12]([OH:14])=[O:13])=[CH:9][CH:8]=[C:7]1[CH2:15]C[CH2:17][CH2:18][C:6]=21.C([C:31]1[CH:32]=[CH:33][CH:34]=[C:35]2[C:39]=1NC(=O)C2=O)(C)C.OCC(=O)C(C)CC1C=CC=CC=1. No catalyst specified. The product is [OH:1][C:2]1[C:3]([CH:19]([CH3:21])[CH2:20][C:31]2[CH:32]=[CH:33][CH:34]=[CH:35][CH:39]=2)=[N:4][C:5]2[C:10]([C:11]=1[C:12]([OH:14])=[O:13])=[CH:9][CH:17]=[CH:18][C:6]=2[CH:7]([CH3:15])[CH3:8]. The yield is 0.0570. (2) The reactants are [CH3:1][O:2][CH2:3][C@H:4]([OH:6])[CH3:5].[H-].[Na+].[NH2:9][C:10]1[C:15]([O:16][CH2:17][CH:18]2[CH2:23][CH2:22][N:21]([C:24]3[N:29]=[C:28](Cl)[N:27]=[C:26]([C:31]([NH:33][CH2:34][CH3:35])=[O:32])[CH:25]=3)[CH2:20][CH2:19]2)=[CH:14][C:13]([C:36]2[N:37]=[N:38][N:39]([CH3:41])[CH:40]=2)=[CH:12][N:11]=1.O. The catalyst is CN(C=O)C. The product is [NH2:9][C:10]1[C:15]([O:16][CH2:17][CH:18]2[CH2:19][CH2:20][N:21]([C:24]3[N:29]=[C:28]([O:6][C@H:4]([CH3:5])[CH2:3][O:2][CH3:1])[N:27]=[C:26]([C:31]([NH:33][CH2:34][CH3:35])=[O:32])[CH:25]=3)[CH2:22][CH2:23]2)=[CH:14][C:13]([C:36]2[N:37]=[N:38][N:39]([CH3:41])[CH:40]=2)=[CH:12][N:11]=1. The yield is 0.0400. (3) The reactants are [NH2:1][C:2]1[CH:10]=[N:9][CH:8]=[CH:7][C:3]=1[C:4]([OH:6])=[O:5].S(=O)(=O)(O)O.[OH-].[Na+].[CH:18](=O)[C:19]1[CH:24]=[CH:23][CH:22]=[CH:21][CH:20]=1.C([BH3-])#N.[Na+].[CH2:30](O)[CH3:31]. The catalyst is C(O)(=O)C. The product is [C:19]1([CH2:18][NH:1][C:2]2[CH:10]=[N:9][CH:8]=[CH:7][C:3]=2[C:4]([O:6][CH2:30][CH3:31])=[O:5])[CH:24]=[CH:23][CH:22]=[CH:21][CH:20]=1. The yield is 0.450. (4) The reactants are [Cl:1][C:2]1[CH:3]=[C:4]([C:10]2([C:34]([F:37])([F:36])[F:35])[O:14][N:13]=[C:12]([C:15]3[CH:16]=[C:17]4[C:21](=[CH:22][CH:23]=3)[C:20]3([CH2:26][N:25](C(OC(C)(C)C)=O)[CH2:24]3)[O:19][CH2:18]4)[CH2:11]2)[CH:5]=[C:6]([Cl:9])[C:7]=1[F:8].Cl. The catalyst is CO. The product is [ClH:1].[Cl:9][C:6]1[CH:5]=[C:4]([C:10]2([C:34]([F:35])([F:37])[F:36])[O:14][N:13]=[C:12]([C:15]3[CH:16]=[C:17]4[C:21](=[CH:22][CH:23]=3)[C:20]3([CH2:24][NH:25][CH2:26]3)[O:19][CH2:18]4)[CH2:11]2)[CH:3]=[C:2]([Cl:1])[C:7]=1[F:8]. The yield is 1.00. (5) The reactants are Cl.CCO.[CH2:5]([O:12][N:13]=[CH2:14])[C:6]1[CH:11]=[CH:10][CH:9]=[CH:8][CH:7]=1. The catalyst is CCO. The product is [CH2:5]([O:12][NH:13][CH3:14])[C:6]1[CH:11]=[CH:10][CH:9]=[CH:8][CH:7]=1. The yield is 0.440.